From a dataset of Full USPTO retrosynthesis dataset with 1.9M reactions from patents (1976-2016). Predict the reactants needed to synthesize the given product. Given the product [NH2:23][C:20]1[N:21]=[CH:22][C:17]([C:3]2[CH:4]=[CH:5][C:6]([C:25]3[C:26]([S:31]([N:34]([CH2:37][CH3:38])[CH2:35][CH3:36])(=[O:32])=[O:33])=[CH:27][CH:28]=[CH:29][CH:30]=3)=[CH:7][C:2]=2[F:1])=[N:18][CH:19]=1, predict the reactants needed to synthesize it. The reactants are: [F:1][C:2]1[CH:7]=[C:6](B2OC(C)(C)C(C)(C)O2)[CH:5]=[CH:4][C:3]=1[C:17]1[N:18]=[CH:19][C:20]([NH2:23])=[N:21][CH:22]=1.Br[C:25]1[CH:30]=[CH:29][CH:28]=[CH:27][C:26]=1[S:31]([N:34]([CH2:37][CH3:38])[CH2:35][CH3:36])(=[O:33])=[O:32].